This data is from Reaction yield outcomes from USPTO patents with 853,638 reactions. The task is: Predict the reaction yield, written as a fraction of the theoretical maximum amount of product (1.0 means a 100% yield; for example, 0.34 means a 34% yield). The reactants are [CH2:1]([O:3][C:4](=[O:28])[C:5]([CH3:27])([CH3:26])[CH2:6][CH2:7][CH2:8][CH2:9][CH2:10][C:11](=[O:25])[CH2:12][CH2:13][CH2:14][C:15]([CH3:24])([CH3:23])[CH2:16][CH2:17][C:18]([O:20][CH2:21][CH3:22])=[O:19])[CH3:2].[BH4-].[Na+]. The catalyst is C(O)(C)C.O. The product is [CH2:1]([O:3][C:4](=[O:28])[C:5]([CH3:26])([CH3:27])[CH2:6][CH2:7][CH2:8][CH2:9][CH2:10][CH:11]([OH:25])[CH2:12][CH2:13][CH2:14][C:15]([CH3:24])([CH3:23])[CH2:16][CH2:17][C:18]([O:20][CH2:21][CH3:22])=[O:19])[CH3:2]. The yield is 0.980.